From a dataset of Full USPTO retrosynthesis dataset with 1.9M reactions from patents (1976-2016). Predict the reactants needed to synthesize the given product. Given the product [CH3:29][N:28]([CH3:30])[C:26]1[N:27]=[C:22]([N:21]([CH3:32])[CH3:20])[N:23]=[C:24]([N:7]2[C:8]3[C:4](=[CH:3][C:2]([Br:1])=[CH:10][CH:9]=3)[C:5]([C:11](=[O:17])[CH2:12][CH2:13][C:14]([OH:16])=[O:15])=[CH:6]2)[N:25]=1, predict the reactants needed to synthesize it. The reactants are: [Br:1][C:2]1[CH:3]=[C:4]2[C:8](=[CH:9][CH:10]=1)[NH:7][CH:6]=[C:5]2[C:11](=[O:17])[CH2:12][CH2:13][C:14]([OH:16])=[O:15].[H-].[Na+].[CH3:20][N:21]([CH3:32])[C:22]1[N:27]=[C:26]([N:28]([CH3:30])[CH3:29])[N:25]=[C:24](Cl)[N:23]=1.Cl.